From a dataset of Merck oncology drug combination screen with 23,052 pairs across 39 cell lines. Regression. Given two drug SMILES strings and cell line genomic features, predict the synergy score measuring deviation from expected non-interaction effect. (1) Drug 1: O=S1(=O)NC2(CN1CC(F)(F)F)C1CCC2Cc2cc(C=CCN3CCC(C(F)(F)F)CC3)ccc2C1. Drug 2: CCC1=CC2CN(C1)Cc1c([nH]c3ccccc13)C(C(=O)OC)(c1cc3c(cc1OC)N(C)C1C(O)(C(=O)OC)C(OC(C)=O)C4(CC)C=CCN5CCC31C54)C2. Cell line: SW620. Synergy scores: synergy=3.08. (2) Drug 1: NC(=O)c1cccc2cn(-c3ccc(C4CCCNC4)cc3)nc12. Drug 2: CCC1(O)C(=O)OCc2c1cc1n(c2=O)Cc2cc3c(CN(C)C)c(O)ccc3nc2-1. Cell line: ZR751. Synergy scores: synergy=11.0. (3) Drug 1: CN1C(=O)C=CC2(C)C3CCC4(C)C(NC(=O)OCC(F)(F)F)CCC4C3CCC12. Drug 2: CC1CC2C3CCC4=CC(=O)C=CC4(C)C3(F)C(O)CC2(C)C1(O)C(=O)CO. Cell line: UWB1289. Synergy scores: synergy=-4.11. (4) Synergy scores: synergy=-26.2. Cell line: NCIH23. Drug 1: CCC1(O)CC2CN(CCc3c([nH]c4ccccc34)C(C(=O)OC)(c3cc4c(cc3OC)N(C)C3C(O)(C(=O)OC)C(OC(C)=O)C5(CC)C=CCN6CCC43C65)C2)C1. Drug 2: NC(=O)c1cccc2cn(-c3ccc(C4CCCNC4)cc3)nc12. (5) Drug 1: CS(=O)(=O)CCNCc1ccc(-c2ccc3ncnc(Nc4ccc(OCc5cccc(F)c5)c(Cl)c4)c3c2)o1. Drug 2: O=C(NOCC(O)CO)c1ccc(F)c(F)c1Nc1ccc(I)cc1F. Cell line: PA1. Synergy scores: synergy=31.3. (6) Drug 1: O=C(CCCCCCC(=O)Nc1ccccc1)NO. Drug 2: CC(C)CC(NC(=O)C(Cc1ccccc1)NC(=O)c1cnccn1)B(O)O. Cell line: UACC62. Synergy scores: synergy=-1.50.